This data is from Full USPTO retrosynthesis dataset with 1.9M reactions from patents (1976-2016). The task is: Predict the reactants needed to synthesize the given product. (1) Given the product [NH:20]1[C:21]2[C:26](=[CH:25][CH:24]=[CH:23][CH:22]=2)[C:18]([CH2:17][N:14]2[C:13](=[O:37])[C:12]3([CH2:11][CH2:10][N:9]([C:4]4[N:3]=[C:2]([CH3:1])[CH:7]=[C:6]([CH3:8])[N:5]=4)[CH2:39][CH2:38]3)[NH:16][CH2:15]2)=[CH:19]1, predict the reactants needed to synthesize it. The reactants are: [CH3:1][C:2]1[CH:7]=[C:6]([CH3:8])[N:5]=[C:4]([N:9]2[CH2:39][CH2:38][C:12]3([NH:16][CH2:15][N:14]([CH2:17][C:18]4[C:26]5[C:21](=[CH:22][CH:23]=[CH:24][CH:25]=5)[N:20](S(C5C=CC(C)=CC=5)(=O)=O)[CH:19]=4)[C:13]3=[O:37])[CH2:11][CH2:10]2)[N:3]=1.C(=O)([O-])[O-].[Cs+].[Cs+]. (2) Given the product [CH3:15][C:13]1([CH3:14])[O:17][C:9](=[O:8])[NH:10][CH2:11][CH2:12]1, predict the reactants needed to synthesize it. The reactants are: C([O:8][C:9](=[O:17])[NH:10][CH2:11][CH2:12][C:13](O)([CH3:15])[CH3:14])C1C=CC=CC=1.[H-].[Na+].C([O-])(O)=O.[Na+]. (3) Given the product [CH3:24][O:23][C:21](=[O:22])[C:20]1[CH:25]=[CH:26][C:17]([NH:14][CH2:13][C:12]2[C:8]([C:5]3[CH:4]=[CH:3][C:2]([F:1])=[CH:7][CH:6]=3)=[N:9][O:10][C:11]=2[CH3:15])=[N:18][CH:19]=1, predict the reactants needed to synthesize it. The reactants are: [F:1][C:2]1[CH:7]=[CH:6][C:5]([C:8]2[C:12]([CH2:13][NH2:14])=[C:11]([CH3:15])[O:10][N:9]=2)=[CH:4][CH:3]=1.Cl[C:17]1[CH:26]=[CH:25][C:20]([C:21]([O:23][CH3:24])=[O:22])=[CH:19][N:18]=1.C(N(CC)C(C)C)(C)C. (4) Given the product [ClH:104].[ClH:104].[O:46]1[CH2:47][CH2:48][N:43]([CH2:42][CH2:6][NH:8][C:84](=[O:85])[C@H:83]([CH:86]([CH3:88])[CH3:87])[CH2:82][C@H:60]([OH:59])[C@@H:61]([NH2:57])[CH2:62][C@@H:63]([CH:79]([CH3:80])[CH3:81])[CH2:64][C:65]2[CH:70]=[CH:69][C:68]([O:71][CH3:72])=[C:67]([O:73][CH2:74][CH2:75][CH2:76][O:77][CH3:78])[CH:66]=2)[CH2:44][CH2:45]1, predict the reactants needed to synthesize it. The reactants are: C(O[C:6]([N:8]1[C@@H](C[C@@H](C(C)C)CC2C=CC(OC)=C(OCCCOC)C=2)[C@H](C[C@H](C=O)C(C)C)OC1(C)C)=O)(C)(C)C.[CH3:42][N+:43]1([O-])[CH2:48][CH2:47][O:46][CH2:45][CH2:44]1.C(OC([N:57]1[C@@H:61]([CH2:62][C@@H:63]([CH:79]([CH3:81])[CH3:80])[CH2:64][C:65]2[CH:70]=[CH:69][C:68]([O:71][CH3:72])=[C:67]([O:73][CH2:74][CH2:75][CH2:76][O:77][CH3:78])[CH:66]=2)[C@H:60]([CH2:82][C@@H:83]([CH:86]([CH3:88])[CH3:87])[CH2:84][OH:85])[O:59]C1(C)C)=O)(C)(C)C.C([N+](CCC)(CCC)CCC)CC.[Cl:104]CCl. (5) The reactants are: [Cl:1][C:2]1[CH:3]=[CH:4][C:5]([C:28]([F:31])([F:30])[F:29])=[C:6]([CH:27]=1)[CH2:7][N:8]1[CH2:13][CH2:12][NH:11][C:10]2[N:14]=[CH:15][C:16]([C:18]3[CH:26]=[CH:25][C:21]([C:22](O)=[O:23])=[CH:20][CH:19]=3)=[CH:17][C:9]1=2.[CH3:32][O:33][CH2:34][CH2:35][NH2:36]. Given the product [Cl:1][C:2]1[CH:3]=[CH:4][C:5]([C:28]([F:29])([F:30])[F:31])=[C:6]([CH:27]=1)[CH2:7][N:8]1[CH2:13][CH2:12][NH:11][C:10]2[N:14]=[CH:15][C:16]([C:18]3[CH:26]=[CH:25][C:21]([C:22]([NH:36][CH2:35][CH2:34][O:33][CH3:32])=[O:23])=[CH:20][CH:19]=3)=[CH:17][C:9]1=2, predict the reactants needed to synthesize it. (6) The reactants are: [N+]([C:4]1[CH:11]=[C:10]([C:12]([F:15])([F:14])[F:13])[CH:9]=[CH:8][C:5]=1[C:6]#[N:7])([O-])=O.[O-:16][CH2:17][CH3:18].[Na+].O. Given the product [CH2:17]([O:16][C:4]1[CH:11]=[C:10]([C:12]([F:15])([F:14])[F:13])[CH:9]=[CH:8][C:5]=1[C:6]#[N:7])[CH3:18], predict the reactants needed to synthesize it.